From a dataset of Merck oncology drug combination screen with 23,052 pairs across 39 cell lines. Regression. Given two drug SMILES strings and cell line genomic features, predict the synergy score measuring deviation from expected non-interaction effect. Drug 1: O=P1(N(CCCl)CCCl)NCCCO1. Drug 2: C#Cc1cccc(Nc2ncnc3cc(OCCOC)c(OCCOC)cc23)c1. Cell line: LOVO. Synergy scores: synergy=-3.07.